This data is from Full USPTO retrosynthesis dataset with 1.9M reactions from patents (1976-2016). The task is: Predict the reactants needed to synthesize the given product. (1) Given the product [CH3:5][C:2]([N:11]([CH2:10][CH2:9][O:8][CH3:7])[CH3:12])([CH3:6])[C:3]#[CH:4], predict the reactants needed to synthesize it. The reactants are: Cl[C:2]([CH3:6])([CH3:5])[C:3]#[CH:4].[CH3:7][O:8][CH2:9][CH2:10][NH:11][CH3:12]. (2) The reactants are: Br[CH2:2][CH2:3][CH2:4][O:5][C:6]1[CH:11]=[CH:10][C:9]([CH2:12][CH:13]([O:17][CH3:18])[C:14]([OH:16])=[O:15])=[CH:8][C:7]=1[O:19][CH3:20].[OH:21][C:22]1[CH:27]=[CH:26][C:25]([C:28](=[O:36])[CH2:29][C:30]2[CH:35]=[CH:34][CH:33]=[CH:32][CH:31]=2)=[CH:24][CH:23]=1. Given the product [CH3:18][O:17][CH:13]([CH2:12][C:9]1[CH:10]=[CH:11][C:6]([O:5][CH2:4][CH2:3][CH2:2][O:21][C:22]2[CH:23]=[CH:24][C:25]([C:28](=[O:36])[CH2:29][C:30]3[CH:31]=[CH:32][CH:33]=[CH:34][CH:35]=3)=[CH:26][CH:27]=2)=[C:7]([O:19][CH3:20])[CH:8]=1)[C:14]([OH:16])=[O:15], predict the reactants needed to synthesize it. (3) Given the product [C:1]([C:3]1[CH:8]=[N:7][N:6]2[C:9]([C:12]([OH:14])=[O:13])=[CH:10][CH:11]=[C:5]2[C:4]=1[NH:17][CH:18]1[CH2:23][CH2:22][CH2:21][CH2:20][CH:19]1[CH3:24])(=[O:26])[NH2:2], predict the reactants needed to synthesize it. The reactants are: [C:1]([C:3]1[CH:8]=[N:7][N:6]2[C:9]([C:12]([O:14]CC)=[O:13])=[CH:10][CH:11]=[C:5]2[C:4]=1[NH:17][CH:18]1[CH2:23][CH2:22][CH2:21][CH2:20][CH:19]1[CH3:24])#[N:2].[NH4+].[OH-:26].OO.[OH-].[Na+].Cl. (4) Given the product [CH2:7]([N:5]([CH2:12][CH2:11][CH2:10][CH2:9][CH:8]=[CH2:7])[CH2:4][CH2:3][C:2]#[N:1])[CH2:8][CH2:9][CH2:10][CH:11]=[CH2:12], predict the reactants needed to synthesize it. The reactants are: [NH2:1][CH2:2][CH2:3][C:4]#[N:5].Br[CH2:7][CH2:8][CH2:9][CH2:10][CH:11]=[CH2:12].[I-].[Na+].C(=O)([O-])[O-].[K+].[K+]. (5) The reactants are: [Cl:1][C:2]1[N:3]=[C:4]([N:13]2[CH2:18][CH2:17][O:16][CH2:15][CH2:14]2)[C:5]2[CH:10]=[C:9]([CH:11]=O)[S:8][C:6]=2[N:7]=1.Cl.[CH3:20][S:21]([N:24]1[CH2:30][CH2:29][CH2:28][NH:27][CH2:26][CH2:25]1)(=[O:23])=[O:22]. Given the product [Cl:1][C:2]1[N:3]=[C:4]([N:13]2[CH2:18][CH2:17][O:16][CH2:15][CH2:14]2)[C:5]2[CH:10]=[C:9]([CH2:11][N:27]3[CH2:28][CH2:29][CH2:30][N:24]([S:21]([CH3:20])(=[O:22])=[O:23])[CH2:25][CH2:26]3)[S:8][C:6]=2[N:7]=1, predict the reactants needed to synthesize it.